This data is from NCI-60 drug combinations with 297,098 pairs across 59 cell lines. The task is: Regression. Given two drug SMILES strings and cell line genomic features, predict the synergy score measuring deviation from expected non-interaction effect. (1) Drug 2: CC(C)NC(=O)C1=CC=C(C=C1)CNNC.Cl. Cell line: SK-OV-3. Drug 1: CCCCC(=O)OCC(=O)C1(CC(C2=C(C1)C(=C3C(=C2O)C(=O)C4=C(C3=O)C=CC=C4OC)O)OC5CC(C(C(O5)C)O)NC(=O)C(F)(F)F)O. Synergy scores: CSS=36.5, Synergy_ZIP=5.80, Synergy_Bliss=9.33, Synergy_Loewe=2.73, Synergy_HSA=8.47. (2) Drug 2: C1C(C(OC1N2C=NC3=C(N=C(N=C32)Cl)N)CO)O. Synergy scores: CSS=40.0, Synergy_ZIP=-4.64, Synergy_Bliss=-4.35, Synergy_Loewe=0.835, Synergy_HSA=2.65. Cell line: MDA-MB-231. Drug 1: C1CN1P(=S)(N2CC2)N3CC3. (3) Drug 1: C1=NC2=C(N=C(N=C2N1C3C(C(C(O3)CO)O)O)F)N. Drug 2: C1=CC=C(C=C1)NC(=O)CCCCCCC(=O)NO. Cell line: SN12C. Synergy scores: CSS=8.48, Synergy_ZIP=-1.18, Synergy_Bliss=5.12, Synergy_Loewe=3.16, Synergy_HSA=4.47. (4) Drug 1: C1=NC2=C(N1)C(=S)N=C(N2)N. Drug 2: CC1=CC=C(C=C1)C2=CC(=NN2C3=CC=C(C=C3)S(=O)(=O)N)C(F)(F)F. Cell line: MALME-3M. Synergy scores: CSS=11.4, Synergy_ZIP=-6.82, Synergy_Bliss=0.0380, Synergy_Loewe=-18.9, Synergy_HSA=-2.74. (5) Synergy scores: CSS=14.4, Synergy_ZIP=-8.75, Synergy_Bliss=-3.61, Synergy_Loewe=-12.4, Synergy_HSA=-3.87. Drug 1: C1=NC2=C(N1)C(=S)N=CN2. Cell line: NCI-H226. Drug 2: C(CCl)NC(=O)N(CCCl)N=O. (6) Drug 2: CC1=C(C(CCC1)(C)C)C=CC(=CC=CC(=CC(=O)O)C)C. Cell line: NCI-H322M. Drug 1: C1=CC(=CC=C1CCC2=CNC3=C2C(=O)NC(=N3)N)C(=O)NC(CCC(=O)O)C(=O)O. Synergy scores: CSS=2.31, Synergy_ZIP=-3.35, Synergy_Bliss=-6.32, Synergy_Loewe=-9.52, Synergy_HSA=-4.78. (7) Drug 1: CC1=C(C=C(C=C1)NC(=O)C2=CC=C(C=C2)CN3CCN(CC3)C)NC4=NC=CC(=N4)C5=CN=CC=C5. Drug 2: C1CN1C2=NC(=NC(=N2)N3CC3)N4CC4. Cell line: K-562. Synergy scores: CSS=76.5, Synergy_ZIP=-4.71, Synergy_Bliss=-5.28, Synergy_Loewe=-1.07, Synergy_HSA=1.25.